This data is from Full USPTO retrosynthesis dataset with 1.9M reactions from patents (1976-2016). The task is: Predict the reactants needed to synthesize the given product. (1) Given the product [OH:22][C@H:23]([CH2:24][O:25][C:26]1[C:34]2[NH:33][C:32](=[O:35])[NH:31][C:30]=2[CH:29]=[CH:28][CH:27]=1)[CH2:36][NH:37][CH:6]1[CH2:5][CH2:4][N:3]([C:8]2[CH:21]=[CH:20][C:11]([CH:12]=[C:13]3[S:17][C:16](=[O:18])[NH:15][C:14]3=[O:19])=[CH:10][CH:9]=2)[CH2:2][CH2:7]1, predict the reactants needed to synthesize it. The reactants are: O=[C:2]1[CH2:7][CH2:6][CH2:5][CH2:4][N:3]1[C:8]1[CH:21]=[CH:20][C:11]([CH:12]=[C:13]2[S:17][C:16](=[O:18])[NH:15][C:14]2=[O:19])=[CH:10][CH:9]=1.[OH:22][C@@H:23]([CH2:36][NH2:37])[CH2:24][O:25][C:26]1[C:34]2[NH:33][C:32](=[O:35])[NH:31][C:30]=2[CH:29]=[CH:28][CH:27]=1. (2) The reactants are: [CH:1]1[CH:6]=[C:5]([CH2:7][C:8]2C(O)=CC=CC=2)[C:4]([OH:15])=[CH:3][CH:2]=1.[NH2:16]C1C=CC=CC=1.C1(O)C=CC=CC=1.NC1C=CC=CC=1. Given the product [O:15]1[C:4]2[CH:3]=[CH:2][CH:1]=[CH:6][C:5]=2[CH:7]=[CH:8][NH:16]1, predict the reactants needed to synthesize it. (3) Given the product [C:18]([O:22][C:23]([N:25]1[CH2:26][CH:27]=[C:28]([C:11]2[CH:12]=[CH:13][C:8]([CH2:7][O:6][CH2:5][C@@H:4]([CH3:17])[CH2:3][O:2][CH3:1])=[CH:9][CH:10]=2)[CH2:29][CH2:30]1)=[O:24])([CH3:21])([CH3:19])[CH3:20], predict the reactants needed to synthesize it. The reactants are: [CH3:1][O:2][CH2:3][C@@H:4]([CH3:17])[CH2:5][O:6][CH2:7][C:8]1[CH:13]=[CH:12][C:11](B(O)O)=[CH:10][CH:9]=1.[C:18]([O:22][C:23]([N:25]1[CH2:30][CH:29]=[C:28](OS(C(F)(F)F)(=O)=O)[CH2:27][CH2:26]1)=[O:24])([CH3:21])([CH3:20])[CH3:19]. (4) Given the product [C:15]([O:19][C:20]([NH:22][C:23]1[CH:28]=[CH:27][CH:26]=[CH:25][C:24]=1[NH:29][C:12]([C:10]1[S:11][C:7]([N:1]2[CH2:2][CH2:3][CH2:4][CH2:5][CH2:6]2)=[CH:8][CH:9]=1)=[O:14])=[O:21])([CH3:18])([CH3:16])[CH3:17], predict the reactants needed to synthesize it. The reactants are: [N:1]1([C:7]2[S:11][C:10]([C:12]([OH:14])=O)=[CH:9][CH:8]=2)[CH2:6][CH2:5][CH2:4][CH2:3][CH2:2]1.[C:15]([O:19][C:20]([NH:22][C:23]1[CH:28]=[CH:27][CH:26]=[CH:25][C:24]=1[NH2:29])=[O:21])([CH3:18])([CH3:17])[CH3:16].